Dataset: Catalyst prediction with 721,799 reactions and 888 catalyst types from USPTO. Task: Predict which catalyst facilitates the given reaction. (1) Reactant: [O:1]1[CH:5]=[CH:4][C:3]2[CH:6]=[C:7]([C:10]3[O:14]C=[N:12][C:11]=3C(OC)=O)[CH:8]=[CH:9][C:2]1=2.[ClH:19]. Product: [ClH:19].[NH2:12][CH2:11][C:10]([C:7]1[CH:8]=[CH:9][C:2]2[O:1][CH:5]=[CH:4][C:3]=2[CH:6]=1)=[O:14]. The catalyst class is: 111. (2) Reactant: [CH2:1]([C:40]([O:42][CH2:43][C:44]1[CH:49]=[CH:48][CH:47]=[CH:46][CH:45]=1)=[O:41])[CH2:2][CH2:3][CH2:4][CH2:5][CH2:6][CH2:7][CH2:8][CH2:9][CH2:10][C:11]([C:33]([O:35]C(C)(C)C)=[O:34])([C:23]([O:25][CH2:26][C:27]1[CH:32]=[CH:31][CH:30]=[CH:29][CH:28]=1)=[O:24])[CH2:12][CH2:13][CH2:14][CH2:15][CH2:16][CH2:17][CH2:18][CH2:19][CH2:20][CH2:21][CH3:22].C(O)(C(F)(F)F)=O. Product: [CH2:43]([O:42][C:40](=[O:41])[CH2:1][CH2:2][CH2:3][CH2:4][CH2:5][CH2:6][CH2:7][CH2:8][CH2:9][CH2:10][C:11]([C:23]([O:25][CH2:26][C:27]1[CH:28]=[CH:29][CH:30]=[CH:31][CH:32]=1)=[O:24])([CH2:12][CH2:13][CH2:14][CH2:15][CH2:16][CH2:17][CH2:18][CH2:19][CH2:20][CH2:21][CH3:22])[C:33]([OH:35])=[O:34])[C:44]1[CH:49]=[CH:48][CH:47]=[CH:46][CH:45]=1. The catalyst class is: 2. (3) Reactant: C(N(CC)CC)C.Cl.[NH2:9][CH2:10][C:11]([C:13]1[CH:18]=[CH:17][CH:16]=[CH:15][CH:14]=1)=[O:12].Cl[C:20](=O)[C:21]([O:23][CH2:24][CH3:25])=[O:22]. Product: [C:13]1([C:11]2[O:12][C:20]([C:21]([O:23][CH2:24][CH3:25])=[O:22])=[N:9][CH:10]=2)[CH:18]=[CH:17][CH:16]=[CH:15][CH:14]=1. The catalyst class is: 4. (4) Reactant: [F:1][C:2]1[C:7]([F:8])=[CH:6][CH:5]=[CH:4][C:3]=1[CH2:9][S:10][C:11]1[N:20]=[C:19]([NH:21][C@H](C)CO)[C:18]2[N:17]=CC(=O)[NH:14][C:13]=2[N:12]=1.N([O-])=[O:28].[Na+]. Product: [F:1][C:2]1[C:7]([F:8])=[CH:6][CH:5]=[CH:4][C:3]=1[CH2:9][S:10][C:11]1[N:20]=[C:19]([NH2:21])[C:18]([N:17]=[O:28])=[C:13]([NH2:14])[N:12]=1. The catalyst class is: 86. (5) Reactant: [CH:1]1([CH2:4][NH:5][C:6]([NH2:8])=[S:7])[CH2:3][CH2:2]1.C[O-].[Na+].[C:12]([CH2:14][C:15](OCC)=[O:16])#[N:13]. Product: [NH2:13][C:12]1[N:5]([CH2:4][CH:1]2[CH2:3][CH2:2]2)[C:6](=[S:7])[NH:8][C:15](=[O:16])[CH:14]=1. The catalyst class is: 8. (6) Reactant: [CH3:1][O:2][C:3]1[CH:8]=[CH:7][C:6]([N:9]2[C:13]([C:14]3[CH:19]=[CH:18][CH:17]=[CH:16][C:15]=3[O:20][CH3:21])=[N:12][N:11]=[C:10]2[SH:22])=[CH:5][CH:4]=1.[OH-].[K+].C(N(CC)CC)C.Cl[CH:33]([CH3:43])[C:34]([NH:36][C:37]1[CH:42]=[CH:41][CH:40]=[CH:39][CH:38]=1)=[O:35]. Product: [CH3:21][O:20][C:15]1[CH:16]=[CH:17][CH:18]=[CH:19][C:14]=1[C:13]1[N:9]([C:6]2[CH:5]=[CH:4][C:3]([O:2][CH3:1])=[CH:8][CH:7]=2)[C:10]([S:22][CH:33]([CH3:43])[C:34]([NH:36][C:37]2[CH:42]=[CH:41][CH:40]=[CH:39][CH:38]=2)=[O:35])=[N:11][N:12]=1. The catalyst class is: 40. (7) Reactant: Cl[C:2](Cl)([O:4]C(=O)OC(Cl)(Cl)Cl)Cl.Cl.[CH2:14]([O:16][C:17](=[O:36])[C@H:18]([CH3:35])[CH2:19][C@H:20]([NH2:34])[CH2:21][C:22]1[CH:27]=[CH:26][C:25]([C:28]2[CH:33]=[CH:32][CH:31]=[CH:30][CH:29]=2)=[CH:24][CH:23]=1)[CH3:15]. Product: [CH2:14]([O:16][C:17](=[O:36])[C@H:18]([CH3:35])[CH2:19][C@H:20]([N:34]=[C:2]=[O:4])[CH2:21][C:22]1[CH:23]=[CH:24][C:25]([C:28]2[CH:33]=[CH:32][CH:31]=[CH:30][CH:29]=2)=[CH:26][CH:27]=1)[CH3:15]. The catalyst class is: 2.